This data is from NCI-60 drug combinations with 297,098 pairs across 59 cell lines. The task is: Regression. Given two drug SMILES strings and cell line genomic features, predict the synergy score measuring deviation from expected non-interaction effect. (1) Drug 1: CC(C)CN1C=NC2=C1C3=CC=CC=C3N=C2N. Drug 2: CC12CCC3C(C1CCC2OP(=O)(O)O)CCC4=C3C=CC(=C4)OC(=O)N(CCCl)CCCl.[Na+]. Cell line: NCI-H460. Synergy scores: CSS=-3.24, Synergy_ZIP=5.16, Synergy_Bliss=3.83, Synergy_Loewe=-5.42, Synergy_HSA=-4.86. (2) Drug 1: CC(CN1CC(=O)NC(=O)C1)N2CC(=O)NC(=O)C2. Drug 2: CCCCCOC(=O)NC1=NC(=O)N(C=C1F)C2C(C(C(O2)C)O)O. Cell line: 786-0. Synergy scores: CSS=14.7, Synergy_ZIP=-3.62, Synergy_Bliss=3.51, Synergy_Loewe=-1.92, Synergy_HSA=3.58. (3) Drug 2: CC1C(C(=O)NC(C(=O)N2CCCC2C(=O)N(CC(=O)N(C(C(=O)O1)C(C)C)C)C)C(C)C)NC(=O)C3=C4C(=C(C=C3)C)OC5=C(C(=O)C(=C(C5=N4)C(=O)NC6C(OC(=O)C(N(C(=O)CN(C(=O)C7CCCN7C(=O)C(NC6=O)C(C)C)C)C)C(C)C)C)N)C. Cell line: NCI-H460. Drug 1: CN(C)N=NC1=C(NC=N1)C(=O)N. Synergy scores: CSS=20.7, Synergy_ZIP=2.63, Synergy_Bliss=9.68, Synergy_Loewe=8.14, Synergy_HSA=8.18. (4) Drug 1: CC(C)(C#N)C1=CC(=CC(=C1)CN2C=NC=N2)C(C)(C)C#N. Drug 2: CC=C1C(=O)NC(C(=O)OC2CC(=O)NC(C(=O)NC(CSSCCC=C2)C(=O)N1)C(C)C)C(C)C. Cell line: NCI-H522. Synergy scores: CSS=20.7, Synergy_ZIP=0.596, Synergy_Bliss=-2.20, Synergy_Loewe=-46.8, Synergy_HSA=-4.74. (5) Drug 1: CC(C)NC(=O)C1=CC=C(C=C1)CNNC.Cl. Drug 2: COC1=C2C(=CC3=C1OC=C3)C=CC(=O)O2. Cell line: HL-60(TB). Synergy scores: CSS=-2.08, Synergy_ZIP=-8.17, Synergy_Bliss=-18.7, Synergy_Loewe=-21.7, Synergy_HSA=-21.3.